From a dataset of NCI-60 drug combinations with 297,098 pairs across 59 cell lines. Regression. Given two drug SMILES strings and cell line genomic features, predict the synergy score measuring deviation from expected non-interaction effect. Drug 1: CC1=C(C(CCC1)(C)C)C=CC(=CC=CC(=CC(=O)O)C)C. Drug 2: COC1=C2C(=CC3=C1OC=C3)C=CC(=O)O2. Cell line: HOP-92. Synergy scores: CSS=-4.41, Synergy_ZIP=0.880, Synergy_Bliss=-2.07, Synergy_Loewe=-3.76, Synergy_HSA=-4.60.